The task is: Regression. Given two drug SMILES strings and cell line genomic features, predict the synergy score measuring deviation from expected non-interaction effect.. This data is from NCI-60 drug combinations with 297,098 pairs across 59 cell lines. (1) Drug 1: CC=C1C(=O)NC(C(=O)OC2CC(=O)NC(C(=O)NC(CSSCCC=C2)C(=O)N1)C(C)C)C(C)C. Drug 2: COC1=C2C(=CC3=C1OC=C3)C=CC(=O)O2. Cell line: HOP-92. Synergy scores: CSS=30.9, Synergy_ZIP=-0.893, Synergy_Bliss=-0.633, Synergy_Loewe=-49.8, Synergy_HSA=-1.43. (2) Drug 1: C1=NC2=C(N1)C(=S)N=C(N2)N. Drug 2: C1C(C(OC1N2C=NC3=C2NC=NCC3O)CO)O. Cell line: SNB-19. Synergy scores: CSS=0.549, Synergy_ZIP=-2.29, Synergy_Bliss=-5.62, Synergy_Loewe=-6.13, Synergy_HSA=-6.10. (3) Drug 1: C(CC(=O)O)C(=O)CN.Cl. Synergy scores: CSS=2.34, Synergy_ZIP=-3.23, Synergy_Bliss=-1.54, Synergy_Loewe=-7.52, Synergy_HSA=-2.17. Cell line: K-562. Drug 2: CN(C(=O)NC(C=O)C(C(C(CO)O)O)O)N=O. (4) Drug 1: CN1CCC(CC1)COC2=C(C=C3C(=C2)N=CN=C3NC4=C(C=C(C=C4)Br)F)OC. Drug 2: C1=NC2=C(N=C(N=C2N1C3C(C(C(O3)CO)O)O)F)N. Cell line: HL-60(TB). Synergy scores: CSS=-23.7, Synergy_ZIP=-12.5, Synergy_Bliss=-47.6, Synergy_Loewe=-55.1, Synergy_HSA=-53.1. (5) Drug 1: CS(=O)(=O)CCNCC1=CC=C(O1)C2=CC3=C(C=C2)N=CN=C3NC4=CC(=C(C=C4)OCC5=CC(=CC=C5)F)Cl. Drug 2: CCCCC(=O)OCC(=O)C1(CC(C2=C(C1)C(=C3C(=C2O)C(=O)C4=C(C3=O)C=CC=C4OC)O)OC5CC(C(C(O5)C)O)NC(=O)C(F)(F)F)O. Cell line: SN12C. Synergy scores: CSS=23.2, Synergy_ZIP=3.69, Synergy_Bliss=5.59, Synergy_Loewe=-4.68, Synergy_HSA=2.40. (6) Drug 2: CC1=C(N=C(N=C1N)C(CC(=O)N)NCC(C(=O)N)N)C(=O)NC(C(C2=CN=CN2)OC3C(C(C(C(O3)CO)O)O)OC4C(C(C(C(O4)CO)O)OC(=O)N)O)C(=O)NC(C)C(C(C)C(=O)NC(C(C)O)C(=O)NCCC5=NC(=CS5)C6=NC(=CS6)C(=O)NCCC[S+](C)C)O. Synergy scores: CSS=6.10, Synergy_ZIP=-1.74, Synergy_Bliss=3.20, Synergy_Loewe=-8.61, Synergy_HSA=-2.31. Cell line: A498. Drug 1: CCN(CC)CCNC(=O)C1=C(NC(=C1C)C=C2C3=C(C=CC(=C3)F)NC2=O)C.